This data is from Catalyst prediction with 721,799 reactions and 888 catalyst types from USPTO. The task is: Predict which catalyst facilitates the given reaction. (1) Reactant: [OH:1][C:2]1[CH:3]=[N:4][C:5]([C:8]([C:10]2[CH:15]=[CH:14][C:13]([O:16][CH:17]3[CH2:22][CH2:21][CH2:20][CH2:19][O:18]3)=[CH:12][CH:11]=2)=[O:9])=[N:6][CH:7]=1.[CH3:23][N:24]([CH3:28])[CH2:25][CH2:26]O.C1C=CC(P(C2C=CC=CC=2)C2C=CC=CC=2)=CC=1.CC(OC(/N=N/C(OC(C)C)=O)=O)C. Product: [CH3:23][N:24]([CH3:28])[CH2:25][CH2:26][O:1][C:2]1[CH:3]=[N:4][C:5]([C:8]([C:10]2[CH:11]=[CH:12][C:13]([O:16][CH:17]3[CH2:22][CH2:21][CH2:20][CH2:19][O:18]3)=[CH:14][CH:15]=2)=[O:9])=[N:6][CH:7]=1. The catalyst class is: 1. (2) Reactant: [CH3:1][C:2]1[N:7]=[C:6]([C:8]#[C:9][Si](C)(C)C)[C:5]([NH2:14])=[CH:4][CH:3]=1.[OH-].[Na+]. Product: [C:8]([C:6]1[C:5]([NH2:14])=[CH:4][CH:3]=[C:2]([CH3:1])[N:7]=1)#[CH:9]. The catalyst class is: 5. (3) Reactant: C1C(=O)N([Br:8])C(=O)C1.C1COCC1.[CH2:14]([C:16]1[O:20][C:19]([C:21]2[N:22]=[C:23]([NH2:30])[C:24]3[CH:29]=[CH:28][S:27][C:25]=3[N:26]=2)=[CH:18][CH:17]=1)[CH3:15]. Product: [Br:8][C:28]1[S:27][C:25]2[N:26]=[C:21]([C:19]3[O:20][C:16]([CH2:14][CH3:15])=[CH:17][CH:18]=3)[N:22]=[C:23]([NH2:30])[C:24]=2[CH:29]=1. The catalyst class is: 25. (4) Reactant: C([N:3]([CH2:6]C)CC)C.C1(P(N=[N+]=[N-])(C2C=CC=CC=2)=[O:15])C=CC=CC=1.[C:25]([OH:29])([CH3:28])([CH3:27])[CH3:26].C([C:33]1[N:34]=[CH:35][C:36]([C:39]2[N:43]([C:44]3[CH:45]=[N:46][C:47]([O:50][CH3:51])=[CH:48][CH:49]=3)[N:42]=[C:41]([C:52]([O:54][CH2:55][CH3:56])=[O:53])[CH:40]=2)=[N:37][CH:38]=1)(O)=O. Product: [C:25]([O:29][C:6]([NH:3][C:33]1[N:34]=[CH:35][C:36]([C:39]2[N:43]([C:44]3[CH:45]=[N:46][C:47]([O:50][CH3:51])=[CH:48][CH:49]=3)[N:42]=[C:41]([C:52]([O:54][CH2:55][CH3:56])=[O:53])[CH:40]=2)=[N:37][CH:38]=1)=[O:15])([CH3:28])([CH3:27])[CH3:26]. The catalyst class is: 12. (5) Reactant: [CH3:1][O:2][CH:3]([O:14][CH3:15])[C:4]1[N:13]=[C:12]2[C:7]([CH2:8][CH2:9][CH2:10][NH:11]2)=[CH:6][CH:5]=1.C1C(=O)N([Br:23])C(=O)C1. Product: [Br:23][C:5]1[CH:6]=[C:7]2[C:12](=[N:13][C:4]=1[CH:3]([O:2][CH3:1])[O:14][CH3:15])[NH:11][CH2:10][CH2:9][CH2:8]2. The catalyst class is: 10. (6) Reactant: C([O:8][CH2:9][CH2:10][C@H:11]([NH:28][C:29]1[N:37]=[CH:36][N:35]=[C:34]2[C:30]=1[N:31]=[CH:32][NH:33]2)[C:12]1[N:16]([C:17]2[CH:22]=[CH:21][CH:20]=[CH:19][CH:18]=2)[C:15]2[CH:23]=[C:24]([F:27])[CH:25]=[CH:26][C:14]=2[N:13]=1)C1C=CC=CC=1.B(Br)(Br)Br.CO. Product: [F:27][C:24]1[CH:25]=[CH:26][C:14]2[N:13]=[C:12]([C@@H:11]([NH:28][C:29]3[N:37]=[CH:36][N:35]=[C:34]4[C:30]=3[N:31]=[CH:32][NH:33]4)[CH2:10][CH2:9][OH:8])[N:16]([C:17]3[CH:18]=[CH:19][CH:20]=[CH:21][CH:22]=3)[C:15]=2[CH:23]=1. The catalyst class is: 2. (7) Reactant: C(OC(=O)[NH:7][C:8]1[CH:13]=[CH:12][C:11]([O:14][C:15]2[CH:20]=[CH:19][C:18]([C:21](=[O:30])[NH:22][C:23]3[CH:28]=[CH:27][C:26]([CH3:29])=[CH:25][CH:24]=3)=[CH:17][C:16]=2[NH:31][C:32]2[C:33]3[CH:41]=[CH:40][C:39]([CH:42]([CH3:44])[CH3:43])=[N:38][C:34]=3[N:35]=[CH:36][N:37]=2)=[CH:10][CH:9]=1)(C)(C)C.[F:46][C:47]([F:52])([F:51])[C:48]([OH:50])=[O:49]. Product: [NH2:7][C:8]1[CH:13]=[CH:12][C:11]([O:14][C:15]2[CH:20]=[CH:19][C:18]([C:21]([NH:22][C:23]3[CH:28]=[CH:27][C:26]([CH3:29])=[CH:25][CH:24]=3)=[O:30])=[CH:17][C:16]=2[NH:31][C:32]2[C:33]3[CH:41]=[CH:40][C:39]([CH:42]([CH3:43])[CH3:44])=[N:38][C:34]=3[N:35]=[CH:36][N:37]=2)=[CH:10][CH:9]=1.[F:46][C:47]([F:52])([F:51])[C:48]([OH:50])=[O:49]. The catalyst class is: 4. (8) Reactant: C([O:3][CH:4](OCC)[CH2:5][C:6]([C:16]1[CH:21]=[CH:20][CH:19]=[CH:18][CH:17]=1)([C:8]([CH:10]1[CH2:15][CH2:14][CH2:13][CH2:12][CH2:11]1)=[O:9])[CH3:7])C.Cl. Product: [C:16]1([C:6]([C:8]([CH:10]2[CH2:15][CH2:14][CH2:13][CH2:12][CH2:11]2)=[O:9])([CH3:7])[CH2:5][CH:4]=[O:3])[CH:21]=[CH:20][CH:19]=[CH:18][CH:17]=1. The catalyst class is: 21.